This data is from Experimentally validated miRNA-target interactions with 360,000+ pairs, plus equal number of negative samples. The task is: Binary Classification. Given a miRNA mature sequence and a target amino acid sequence, predict their likelihood of interaction. (1) The miRNA is mmu-miR-320-5p with sequence GCCUUCUCUUCCCGGUUCUUCC. The protein sequence of the target gene is MEAFSVRFESASSIEERKEQTRNARAEVLRQAKHNFEKEQRGEERKRLRDEDTWMLPDVHERIEQFSQEHSEKKKKKKDKHSKKVKKEKKKKRKKQKCQKQSESTDSSASSEDEWVEAAPSQISDKEKTWKVKDKRTEEECDSHDIQRDEWMTIDFMSIKTVSSSSLKAEKETLRQIEREKTQVLEQSKLLERELNPYWKDGGTGLPSKTCILPVTKAKGVEDGGLSWLRKSCQRMKEQAQKENRNFEDIVAEKYGSMEIFQSKLKEAEKIAYKKEDCGWERWRKPTYSDRAQCSQASGT.... Result: 0 (no interaction). (2) The miRNA is mmu-miR-669c-3p with sequence UACACACACACACACAAGUAAA. The protein sequence of the target gene is MKTLMRHGLAVCLVLTTMCTSLLLVYSSLGSQKERPPQQQQQQQQQQQQAATATGSTQLVESSPQPRRTAPAGPRQLEGYLGVADHKPLKMHCKDCALVTSSGHLLRSQQGPHIDQTECVIRMNDAPTRGYGLDVGNRTSLRVIAHSSIQRILRNRHDLLNVSQGTVFIFWGPSSYMRRDGKGQAYNNLQLLSQVLPRLKAFMITRHRMLQFDELFKQETGKDRKISNTWLSTGWFTMTIALELCDRIDVYGMVPPDFCRDPKHPSVPYHYYEPSGPDECTMYLSHERGRKGSHHRFITE.... Result: 1 (interaction). (3) The miRNA is mmu-miR-7222-3p with sequence UCCAGGACAGUGGGCAGGAGCAG. The protein sequence of the target gene is MATLNSASTTGTTPSPGHNAPSLPSDTFSSSTPSDPVTKDPPAASSTSENMRSSEPGGQLLESGCGLVPPKEIGEPQEGPDCGHFPPNDPGVEKDKEQEEEEEGLPPMDLSNHLFFTAGGEAYLVAKLSLPGGSELLLPKGFPWGEAGIKEEPSLPFLAYPPPSHLTALHIQHGFDPIQGFSSSDQILSHDTSAPSPAACEERHGAFWSYQLAPNPPGDPKDGPMGNSGGNHVAVFWLCLLCRLGFSKPQAFMDHTQSHGVKLTPAQYQGLSGSPAVLQEGDEGCKALISFLEPKLPARP.... Result: 0 (no interaction). (4) The miRNA is hsa-miR-4520-3p with sequence UUGGACAGAAAACACGCAGGAA. The protein sequence of the target gene is MGADDGAISADKVDIRLQPLNKNGAQDETDEEAADQIQLRVYKQRWIVLLAVALLNNTNTMSWIGYAPSGNYVNSFYGESSAAWLSMVYMMCTIPVGMFAMWAGREWGLRTAVLIAGWANGIGAVIRVISSLDFVPQDLRFPICMTGQGIAAIAYPFIMFLPTKVAGSWFPDTQRAIATSIGVMSNPLGVLMANLISPAIVKSPEHVIWLNIFTCVPSLIAMLIATFGVNRSEPKIPPTFSASKPQMDFVSGMKSCFSSKQYIILLIVMGGGIGMFNCLYTVMLELLCPSGYSNFFSGVC.... Result: 0 (no interaction). (5) The miRNA is hsa-miR-4283 with sequence UGGGGCUCAGCGAGUUU. The protein sequence of the target gene is MNLDSIHRLIEETQIFQMQQSSIKSRGDMVAPASPPRDTCNTCFPLHGLQSHAAHNFCAHSYNTNKWDICEELRLRELEEVKARAAQMEKTMRWWSDCTANWREKWSKVRAERNSAREEGRQLRIKLEMAMKELSTLKKKQSLPPQKEALEAKVTQDLKLPGFVEESCEHTDQFQLSSQMHESIREYLVKRQFSTKEDTNNKEQGVVIDSLKLSEEMKPNLDGVDLFNNGGSGNGETKTGLRLKAINLPLENEVTEISALQVHLDEFQKILWKEREMRTALEKEIERLESALSLWKWKYE.... Result: 0 (no interaction). (6) Result: 0 (no interaction). The miRNA is hsa-miR-302e with sequence UAAGUGCUUCCAUGCUU. The protein sequence of the target gene is MAAGSRTSLLLAFALLCLPWLQEAGAVQTVPLSRLFKEAMLQAHRAHQLAIDTYQEFISSWGMEAYITKEQKYSFLHDSQTSFCFSDSIPTSSNMEETQQKSNLELLHISLLLIESRLEPVRFLRSTFTNNLVYDTSDSDDYHLLKDLEEGIQMLMGRLEDGSHLTGQTLKQTYSKFDTNSHNHDALLKNYGLLHCFRKDMDKVETFLRMVQCRSVEGSCGF. (7) The miRNA is cel-miR-1021 with sequence AAGUGAGAUCAUGUGAAAUCCUCGG. The protein sequence of the target gene is MREIVLTQIGQCGNQIGAKFWEVISDEHAIDSAGTYHGDSHLQLERINVYYNEASGGRYVPRAVLVDLEPGTMDSVRSGPFGQVFRPDNFIFGQCGAGNNWAKGHYTEGAELMESVMDVVRKEAESCDCLQGFQLTHSLGGGTGSGMGTLLLSKIREEYPDRIINTFSILPSPKVSDTVVEPYNATLSVHQLIENADETFCIDNEALYDICSKTLKLPTPTYGDLNHLVSATMSGVTTCLRFPGQLNADLRKLAVNMVPFPRLHFFMPGFAPLTSRGSQQYRALTVAELTQQMFDAKNMM.... Result: 0 (no interaction). (8) The protein sequence of the target gene is MEPGPALAWLLLLSLLADCLKAAQSRDFTVKDIIYLHPSTTPYPGGFKCFTCEKAADNYECNRWAPDIYCPRETRYCYTQHTMEVTGNSISVTKRCVPLEECLSTGCRDSEHEGHKVCTSCCEGNICNLPLPRNETDATFATTSPINQTNGHPRCMSVIVSCLWLWLGLML. Result: 0 (no interaction). The miRNA is hsa-miR-6764-5p with sequence UCCCAGGGUCUGGUCAGAGUUG.